This data is from Experimentally validated miRNA-target interactions with 360,000+ pairs, plus equal number of negative samples. The task is: Binary Classification. Given a miRNA mature sequence and a target amino acid sequence, predict their likelihood of interaction. (1) The miRNA is hsa-miR-1265 with sequence CAGGAUGUGGUCAAGUGUUGUU. The protein sequence of the target gene is MERGGGGSGTGSRPEGTARGTSLPGKIAEPGAVRTSQPNYRPQGMEGFLKSDERQRLAKERREEREKCLAAREQQILEKQKRARLQYEKQMEERWRKLEEQRQREDQKRAAVEEKRKQKLREEEERLEAMMRRSLERTQQLELKKKYSWGAPLAIGPGGHDACDKLSTSTMSLPKPTEPPMNKRLSSSTVAISYSPDRVFHVCPRLAPLGPLNPSYKSSPTRNIEKKKATSTSTSGAGDVGKEALSGGEASLVEKVKRGQRTATSLPVVNFGSPLRRCEFSGGIPKRPSSPVISKTATKA.... Result: 0 (no interaction). (2) The miRNA is hsa-miR-218-5p with sequence UUGUGCUUGAUCUAACCAUGU. The protein sequence of the target gene is MRMCTPIRGLLMALAVMFGTAMAFAPIPRITWEHREVHLVQFHEPDIYNYSALLLSEDKDTLYIGAREAVFAVNALNISEKQHEVYWKVSEDKKAKCAEKGKSKQTECLNYIRVLQPLSATSLYVCGTNAFQPACDHLNLTSFKFLGKNEDGKGRCPFDPAHSYTSVMVDGELYSGTSYNFLGSEPIISRNSSHSPLRTEYAIPWLNEPSFVFADVIRKSPDSPDGEDDRVYFFFTEVSVEYEFVFRVLIPRIARVCKGDQGGLRTLQKKWTSFLKARLICSRPDSGLVFNVLRDVFVLR.... Result: 1 (interaction). (3) The miRNA is hsa-miR-26b-5p with sequence UUCAAGUAAUUCAGGAUAGGU. The protein sequence of the target gene is MAVETLSPDWEFDRVDDGSQKIHAEVQLKNYGKFLEEYTSQLRRIEDALDDSIGDVWDFNLDPIALKLLPYEQSSLLELIKTENKVLNKVITVYAALCCEIKKLKYEAETKFYNGLLFYGEGATDASMVEGDCQIQMGRFISFLQELSCFVTRCYEVVMNVVHQLAALYISNKIAPKIIETTGVHFQTMYEHLGELLTVLLTLDEIIDNHITLKDHWTMYKRLLKSVHHNPSKFGIQEEKLKPFEKFLLKLEGQLLDGMIFQACIEQQFDSLNGGVSVSKNSTFAEEFAHSIRSIFANVE.... Result: 1 (interaction).